From a dataset of Full USPTO retrosynthesis dataset with 1.9M reactions from patents (1976-2016). Predict the reactants needed to synthesize the given product. (1) Given the product [NH2:9][C:7]([C:6]1[CH:5]=[C:4]([C:10]2[C:11]([F:21])=[CH:12][C:13]([C:17]([OH:20])([CH3:18])[CH3:19])=[CH:14][C:15]=2[F:16])[S:3][C:2]=1[NH:1][C:23]1[N:28]=[C:27]([C@@:29]2([OH:46])[CH2:34][CH2:33][N:32]([C:35]([O:37][CH2:38][C:39]3[CH:44]=[CH:43][CH:42]=[CH:41][CH:40]=3)=[O:36])[CH2:31][C@@H:30]2[OH:45])[CH:26]=[CH:25][CH:24]=1)=[O:8], predict the reactants needed to synthesize it. The reactants are: [NH2:1][C:2]1[S:3][C:4]([C:10]2[C:15]([F:16])=[CH:14][C:13]([C:17]([OH:20])([CH3:19])[CH3:18])=[CH:12][C:11]=2[F:21])=[CH:5][C:6]=1[C:7]([NH2:9])=[O:8].Br[C:23]1[N:28]=[C:27]([C@@:29]2([OH:46])[CH2:34][CH2:33][N:32]([C:35]([O:37][CH2:38][C:39]3[CH:44]=[CH:43][CH:42]=[CH:41][CH:40]=3)=[O:36])[CH2:31][C@@H:30]2[OH:45])[CH:26]=[CH:25][CH:24]=1. (2) Given the product [CH:26]([O:28][P:50]([CH2:47][O:10][CH2:9][C:8]([C:7]([C:13]1[CH:18]=[CH:17][CH:16]=[CH:15][CH:14]=1)([C:19]1[CH:20]=[CH:21][CH:22]=[CH:23][CH:24]=1)[O:6][SiH2:5][C:1]([CH3:2])([CH3:3])[CH3:4])=[CH:11][CH3:12])(=[O:51])[O:34][CH:32]([CH3:33])[CH3:31])([CH3:29])[CH3:27], predict the reactants needed to synthesize it. The reactants are: [C:1]([SiH2:5][O:6][C:7]([C:19]1[CH:24]=[CH:23][CH:22]=[CH:21][CH:20]=1)([C:13]1[CH:18]=[CH:17][CH:16]=[CH:15][CH:14]=1)[C:8](=[CH:11][CH3:12])[CH2:9][OH:10])([CH3:4])([CH3:3])[CH3:2].C[C:26]([CH3:29])([O-:28])[CH3:27].[Mg+2].[CH3:31][C:32](C)([O-:34])[CH3:33].S(C1C=CC(C)=CC=1)(O)(=O)=O.[CH:47]([P:50](=O)(O)[OH:51])(C)C.